From a dataset of Reaction yield outcomes from USPTO patents with 853,638 reactions. Predict the reaction yield, written as a fraction of the theoretical maximum amount of product (1.0 means a 100% yield; for example, 0.34 means a 34% yield). (1) The reactants are [I:1][C:2]1[CH:3]=[C:4]([NH2:28])[C:5]([NH:8][CH2:9][C:10]2[CH:15]=[CH:14][C:13]([O:16][CH2:17][C:18]3[CH:23]=[CH:22][C:21]([O:24][CH3:25])=[CH:20][CH:19]=3)=[C:12]([O:26][CH3:27])[CH:11]=2)=[CH:6][CH:7]=1.[N:29]#[C:30]Br.[OH-].[Na+]. The catalyst is ClCCl.CO. The product is [I:1][C:2]1[CH:7]=[CH:6][C:5]2[N:8]([CH2:9][C:10]3[CH:15]=[CH:14][C:13]([O:16][CH2:17][C:18]4[CH:23]=[CH:22][C:21]([O:24][CH3:25])=[CH:20][CH:19]=4)=[C:12]([O:26][CH3:27])[CH:11]=3)[C:30]([NH2:29])=[N:28][C:4]=2[CH:3]=1. The yield is 0.510. (2) The reactants are [Cl:1][C:2]1[CH:7]=[CH:6][C:5]([S:8][CH2:9][CH2:10][C:11]([O:13]C)=[O:12])=[C:4]([NH:15][S:16]([C:19]2[CH:24]=[CH:23][C:22]([Cl:25])=[CH:21][C:20]=2[F:26])(=[O:18])=[O:17])[CH:3]=1.O[Li].O.Cl. The catalyst is C1COCC1.O. The product is [Cl:1][C:2]1[CH:7]=[CH:6][C:5]([S:8][CH2:9][CH2:10][C:11]([OH:13])=[O:12])=[C:4]([NH:15][S:16]([C:19]2[CH:24]=[CH:23][C:22]([Cl:25])=[CH:21][C:20]=2[F:26])(=[O:18])=[O:17])[CH:3]=1. The yield is 0.950. (3) The reactants are [CH3:1][C:2]1[N:10]([C:11]([C:13]2[CH:14]=[CH:15][C:16]([Cl:19])=[CH:17][CH:18]=2)=[O:12])[C:9]2[CH:8]=[CH:7][C:6]([O:20][CH3:21])=[CH:5][C:4]=2[C:3]=1[CH2:22][C:23]([OH:25])=O.C(N[CH:34]([NH2:38])[CH2:35][CH2:36][CH3:37])(OC(C)(C)C)=O.Cl.C([N:42]=C=NCCCN(C)C)C.ON1C2C=CC=CC=2N=N1.CN(C1C=CC=CN=1)C.CCN(C(C)C)C(C)C.Cl. The catalyst is ClCCl.CN(C)C=O. The product is [ClH:19].[NH2:42][CH2:37][CH2:36][CH2:35][CH2:34][NH:38][C:23](=[O:25])[CH2:22][C:3]1[C:4]2[C:9](=[CH:8][CH:7]=[C:6]([O:20][CH3:21])[CH:5]=2)[N:10]([C:11](=[O:12])[C:13]2[CH:14]=[CH:15][C:16]([Cl:19])=[CH:17][CH:18]=2)[C:2]=1[CH3:1]. The yield is 0.980. (4) No catalyst specified. The product is [CH2:22]([NH:29][C:2]1[CH:3]=[C:4]2[C:9](=[CH:10][C:11]=1[N+:12]([O-:14])=[O:13])[NH:8][C:7](=[O:15])[N:6]([NH:16][S:17]([CH3:20])(=[O:19])=[O:18])[C:5]2=[O:21])[C:23]1[CH:28]=[CH:27][CH:26]=[CH:25][CH:24]=1. The reactants are F[C:2]1[CH:3]=[C:4]2[C:9](=[CH:10][C:11]=1[N+:12]([O-:14])=[O:13])[NH:8][C:7](=[O:15])[N:6]([NH:16][S:17]([CH3:20])(=[O:19])=[O:18])[C:5]2=[O:21].[CH2:22]([NH2:29])[C:23]1[CH:28]=[CH:27][CH:26]=[CH:25][CH:24]=1. The yield is 0.310. (5) The reactants are [NH:1]1[C:9]2[C:4](=[CH:5][CH:6]=[CH:7][CH:8]=2)[CH2:3][C:2]1=[O:10].[CH2:11]([Li])[CH2:12][CH2:13][CH3:14].CN(C)CCN(C)C.ICCCCI. The catalyst is C1COCC1.O. The product is [NH:1]1[C:9]2[C:4](=[CH:5][CH:6]=[CH:7][CH:8]=2)[C:3]2([CH2:14][CH2:13][CH2:12][CH2:11]2)[C:2]1=[O:10]. The yield is 0.500. (6) The reactants are C[O:2][C:3](=O)[CH2:4][C:5]([C:7]1[CH:16]=[CH:15][C:10]([C:11]([O:13][CH3:14])=[O:12])=[CH:9][CH:8]=1)=O.S(O)(O)(=O)=O.[CH3:23][NH:24][NH2:25].C(N(CC)CC)C. The catalyst is C(O)C. The product is [CH3:23][N:24]1[C:3](=[O:2])[CH2:4][C:5]([C:7]2[CH:16]=[CH:15][C:10]([C:11]([O:13][CH3:14])=[O:12])=[CH:9][CH:8]=2)=[N:25]1. The yield is 0.690. (7) The reactants are [CH3:1][O:2][C:3]1[CH:4]=[C:5]2[C:9](=[CH:10][CH:11]=1)[NH:8][CH:7]=[C:6]2[CH2:12][C:13]([OH:15])=O.[CH2:16]([NH:19][CH2:20][CH2:21][CH3:22])[CH2:17][CH3:18].CCN=C=NCCCN(C)C. The catalyst is CN(C)C=O.C(OCC)C. The product is [CH2:16]([N:19]([CH2:20][CH2:21][CH3:22])[C:13]([CH2:12][C:6]1[C:5]2[C:9](=[CH:10][CH:11]=[C:3]([O:2][CH3:1])[CH:4]=2)[NH:8][CH:7]=1)=[O:15])[CH2:17][CH3:18]. The yield is 0.510. (8) The product is [Br:17][C:14]1[C:5]([CH2:4][C:1]([OH:3])=[O:2])=[CH:6][C:7]([O:15][CH3:16])=[C:8]([CH:13]=1)[C:9]([O:11][CH3:12])=[O:10]. The catalyst is CC(O)=O. The reactants are [C:1]([CH2:4][C:5]1[CH:14]=[CH:13][C:8]([C:9]([O:11][CH3:12])=[O:10])=[C:7]([O:15][CH3:16])[CH:6]=1)([OH:3])=[O:2].[Br:17]Br.CCCCCC. The yield is 0.520. (9) The reactants are [C:1]([OH:5])(=[O:4])[CH:2]=[CH2:3].[CH2:6]([CH:9]([CH2:12][CH2:13][CH2:14][CH2:15][CH3:16])[CH2:10]O)[CH2:7][CH3:8].[PH2](O)=O.COC1C=CC(O)=CC=1.CS(O)(=O)=O. The catalyst is [Cu](Cl)Cl.C1CCCCC1. The product is [C:1]([O:5][CH2:10][CH:9]([CH2:6][CH2:7][CH3:8])[CH2:12][CH2:13][CH2:14][CH2:15][CH3:16])(=[O:4])[CH:2]=[CH2:3]. The yield is 0.970. (10) The reactants are [Cl:1][C:2]1[CH:3]=[C:4]([CH:12]([CH2:16][CH:17]2[CH2:21][CH2:20][CH2:19][C:18]2=[O:22])[C:13](O)=[O:14])[CH:5]=[CH:6][C:7]=1[S:8]([CH3:11])(=[O:10])=[O:9].C(Cl)(=O)C(Cl)=O.[NH2:29][C:30]1[CH:35]=[N:34][CH:33]=[CH:32][N:31]=1.N1C=CC=CC=1. The catalyst is C(Cl)Cl.CN(C)C=O.O1CCCC1. The product is [Cl:1][C:2]1[CH:3]=[C:4]([CH:12]([CH2:16][CH:17]2[CH2:21][CH2:20][CH2:19][C:18]2=[O:22])[C:13]([NH:29][C:30]2[CH:35]=[N:34][CH:33]=[CH:32][N:31]=2)=[O:14])[CH:5]=[CH:6][C:7]=1[S:8]([CH3:11])(=[O:10])=[O:9]. The yield is 0.289.